From a dataset of Full USPTO retrosynthesis dataset with 1.9M reactions from patents (1976-2016). Predict the reactants needed to synthesize the given product. (1) Given the product [Cl:30][C:2]1[CH:7]=[N:6][C:5]([C:8]([F:11])([F:10])[F:9])=[CH:4][N:3]=1, predict the reactants needed to synthesize it. The reactants are: N[C:2]1[CH:7]=[N:6][C:5]([C:8]([F:11])([F:10])[F:9])=[CH:4][N:3]=1.FC(F)(F)C1N=CC(=O)NC=1.C([O-])(O)=O.[Na+].O=P(Cl)(Cl)[Cl:30]. (2) Given the product [Cl:13][C:14]1[CH:19]=[CH:18][C:17]([CH:20]([C:22]2[CH:27]=[CH:26][C:25]([F:28])=[CH:24][C:23]=2[F:29])[C:9]2[C:8]3[C:12](=[C:4]([CH2:3][S:2][CH3:1])[CH:5]=[CH:6][CH:7]=3)[NH:11][CH:10]=2)=[C:16]([F:30])[CH:15]=1, predict the reactants needed to synthesize it. The reactants are: [CH3:1][S:2][CH2:3][C:4]1[CH:5]=[CH:6][CH:7]=[C:8]2[C:12]=1[NH:11][CH:10]=[CH:9]2.[Cl:13][C:14]1[CH:19]=[CH:18][C:17]([CH:20]([C:22]2[CH:27]=[CH:26][C:25]([F:28])=[CH:24][C:23]=2[F:29])O)=[C:16]([F:30])[CH:15]=1.FC1C=CC(C(C2C=CC(F)=CC=2)C2C3C(=C(CSC)C=CC=3)NC=2)=CC=1.FC(F)(F)C(O)=O. (3) Given the product [CH3:1][O:2][C:3]1[CH:25]=[C:24]([O:26][CH3:27])[CH:23]=[CH:22][C:4]=1[CH2:5][NH:6][C:7]1[C:16]2[C:11](=[C:12]([C:17]([OH:19])=[O:18])[CH:13]=[CH:14][CH:15]=2)[N:10]=[CH:9][N:8]=1, predict the reactants needed to synthesize it. The reactants are: [CH3:1][O:2][C:3]1[CH:25]=[C:24]([O:26][CH3:27])[CH:23]=[CH:22][C:4]=1[CH2:5][NH:6][C:7]1[C:16]2[C:11](=[C:12]([C:17]([O:19]CC)=[O:18])[CH:13]=[CH:14][CH:15]=2)[N:10]=[CH:9][N:8]=1.C1COCC1.CO.